This data is from hERG Central: cardiac toxicity at 1µM, 10µM, and general inhibition. The task is: Predict hERG channel inhibition at various concentrations. (1) The compound is Cc1cccc(C)c1NC(=O)CN1CCN(CCCC(c2ccc(F)cc2)c2ccc(F)cc2)CC1. Results: hERG_inhib (hERG inhibition (general)): blocker. (2) The drug is COc1ccc(CNCC(O)(c2ccc(F)cc2)c2ccc(F)cc2)cc1. Results: hERG_inhib (hERG inhibition (general)): blocker. (3) The drug is OCC1(Cc2ccc(F)cc2F)CCCN(CCCc2ccccc2)C1. Results: hERG_inhib (hERG inhibition (general)): blocker. (4) The compound is N=c1c2c(-c3ccccc3)c(-c3ccccc3)n(Cc3ccccc3)c2ncn1CCCO. Results: hERG_inhib (hERG inhibition (general)): blocker. (5) The compound is OCC1(CCc2ccccc2)CCN(C/C=C/c2ccccc2)CC1. Results: hERG_inhib (hERG inhibition (general)): blocker.